From a dataset of Full USPTO retrosynthesis dataset with 1.9M reactions from patents (1976-2016). Predict the reactants needed to synthesize the given product. Given the product [F:1][C:2]1[CH:3]=[CH:4][C:5]([C:8]([N:17]2[CH2:12][CH2:11][CH2:16][CH2:15]2)=[O:10])=[CH:6][N:7]=1, predict the reactants needed to synthesize it. The reactants are: [F:1][C:2]1[N:7]=[CH:6][C:5]([C:8]([OH:10])=O)=[CH:4][CH:3]=1.[CH:11]1[CH:12]=CC2N(O)N=[N:17][C:15]=2[CH:16]=1.CCN=C=NCCCN(C)C.Cl.N1CCCC1.C([O-])(O)=O.[Na+].